From a dataset of Full USPTO retrosynthesis dataset with 1.9M reactions from patents (1976-2016). Predict the reactants needed to synthesize the given product. (1) Given the product [CH3:22][N:23]([CH3:26])[C:24]1[CH:6]=[CH:7][CH:2]=[CH:3][CH:4]=1, predict the reactants needed to synthesize it. The reactants are: N[C:2]1[CH:7]=[CH:6]C=[CH:4][CH:3]=1.CI.C(=O)([O-])[O-].[K+].[K+].C(OCC)(=O)C.[CH3:22][N:23]([CH3:26])[CH:24]=O. (2) Given the product [F:14][C:15]([F:22])([F:21])[S:16]([O-:19])(=[O:18])=[O:17].[N:4]1([S:1]([N:9]2[CH:13]=[CH:12][N+:11]([CH3:15])=[CH:10]2)(=[O:2])=[O:3])[CH:8]=[CH:7][N:6]=[CH:5]1, predict the reactants needed to synthesize it. The reactants are: [S:1]([N:9]1[CH:13]=[CH:12][N:11]=[CH:10]1)([N:4]1[CH:8]=[CH:7][N:6]=[CH:5]1)(=[O:3])=[O:2].[F:14][C:15]([F:22])([F:21])[S:16]([O:19]C)(=[O:18])=[O:17]. (3) Given the product [CH3:16][C:15]1[O:14][N:13]=[C:12]([C:17]2[CH:18]=[CH:19][CH:20]=[CH:21][CH:22]=2)[C:11]=1[C:10]1[NH:9][N:8]=[C:7]2[C:23]3[C:4]([CH2:5][C:6]=12)=[CH:3][C:2]([C:75]([NH2:74])=[O:81])=[CH:25][CH:24]=3, predict the reactants needed to synthesize it. The reactants are: Br[C:2]1[CH:3]=[C:4]2[C:23](=[CH:24][CH:25]=1)[C:7]1[NH:8][N:9]=[C:10]([C:11]3[C:12]([C:17]4[CH:22]=[CH:21][CH:20]=[CH:19][CH:18]=4)=[N:13][O:14][C:15]=3[CH3:16])[C:6]=1[CH2:5]2.C[Si](C)(C)N[Si](C)(C)C.C(N(C(C)C)CC)(C)C.C1(P(C2C=CC=CC=2)CCCP(C2C=CC=CC=2)C2C=CC=CC=2)C=CC=CC=1.C[N:74]1CCCN(C)[C:75]1=[O:81]. (4) Given the product [F:14][C:15]1[CH:16]=[C:17]([C:5]2[CH:4]=[N:3][C:2]([NH:30][C:27]3[CH:28]=[CH:29][N:25]([CH3:24])[N:26]=3)=[C:11]3[C:6]=2[CH:7]=[CH:8][C:9]([CH3:12])=[N:10]3)[CH:18]=[CH:19][CH:20]=1, predict the reactants needed to synthesize it. The reactants are: Cl[C:2]1[N:3]=[CH:4][C:5](I)=[C:6]2[C:11]=1[N:10]=[C:9]([CH3:12])[CH:8]=[CH:7]2.[F:14][C:15]1[CH:16]=[C:17](B(O)O)[CH:18]=[CH:19][CH:20]=1.[CH3:24][N:25]1[CH:29]=[CH:28][C:27]([NH2:30])=[N:26]1. (5) Given the product [NH2:42][CH2:45][C@@H:46]1[O:50][C:49](=[O:51])[N:48]([C:52]2[CH:57]=[CH:56][C:55]([C:58]([O:60][C:61]([CH3:63])([CH3:62])[CH3:64])=[O:59])=[C:54]([F:65])[CH:53]=2)[CH2:47]1, predict the reactants needed to synthesize it. The reactants are: C1(P(C2C=CC=CC=2)C2C=CC=CC=2)C=CC=CC=1.C1C=CC(CNC(CN2C3C(=CC=CC=3)C(C=O)=C2)=O)=CC=1.[N:42]([CH2:45][C@H:46]1[O:50][C:49](=[O:51])[N:48]([C:52]2[CH:57]=[CH:56][C:55]([C:58]([O:60][C:61]([CH3:64])([CH3:63])[CH3:62])=[O:59])=[C:54]([F:65])[CH:53]=2)[CH2:47]1)=[N+]=[N-].C([BH3-])#N.[Na+]. (6) Given the product [Cl:1][C:2]1[C:3]([C:9]#[N:10])=[N:4][CH:5]=[C:6]([O:8][CH2:12][F:11])[CH:7]=1, predict the reactants needed to synthesize it. The reactants are: [Cl:1][C:2]1[C:3]([C:9]#[N:10])=[N:4][CH:5]=[C:6]([OH:8])[CH:7]=1.[F:11][CH2:12]OS(C1C=CC(C)=CC=1)(=O)=O. (7) The reactants are: [C:1]1([CH2:7][CH2:8][C@H:9]([O:33][CH:34]2[CH2:39][CH2:38][CH2:37][CH2:36][O:35]2)/[CH:10]=[CH:11]/[C@@H:12]2[C@@H:24]3[C@@H:15]([O:16][C:17](=[O:25])[CH2:18][CH2:19][CH2:20][CH:21]=[CH:22][CH2:23]3)[CH2:14][C@H:13]2[O:26][CH:27]2[CH2:32][CH2:31][CH2:30][CH2:29][O:28]2)[CH:6]=[CH:5][CH:4]=[CH:3][CH:2]=1.[CH2:40]([NH2:42])[CH3:41].Cl. Given the product [CH2:40]([NH:42][C:17](=[O:25])[CH2:18][CH2:19][CH2:20]/[CH:21]=[CH:22]\[CH2:23][C@H:24]1[C@@H:15]([OH:16])[CH2:14][C@@H:13]([O:26][CH:27]2[CH2:32][CH2:31][CH2:30][CH2:29][O:28]2)[C@@H:12]1/[CH:11]=[CH:10]/[C@@H:9]([O:33][CH:34]1[CH2:39][CH2:38][CH2:37][CH2:36][O:35]1)[CH2:8][CH2:7][C:1]1[CH:6]=[CH:5][CH:4]=[CH:3][CH:2]=1)[CH3:41], predict the reactants needed to synthesize it.